Dataset: Peptide-MHC class II binding affinity with 134,281 pairs from IEDB. Task: Regression. Given a peptide amino acid sequence and an MHC pseudo amino acid sequence, predict their binding affinity value. This is MHC class II binding data. (1) The peptide sequence is KVYLAWVPAHKGIGG. The MHC is DRB5_0101 with pseudo-sequence DRB5_0101. The binding affinity (normalized) is 0.706. (2) The peptide sequence is CNANPGLMKDVAKVF. The MHC is DRB1_0405 with pseudo-sequence DRB1_0405. The binding affinity (normalized) is 0.219. (3) The peptide sequence is LQLIRLAASLQHYGL. The MHC is HLA-DQA10102-DQB10602 with pseudo-sequence HLA-DQA10102-DQB10602. The binding affinity (normalized) is 0.630. (4) The peptide sequence is DEAHFLDPASIAARG. The MHC is DRB1_0901 with pseudo-sequence DRB1_0901. The binding affinity (normalized) is 0.301. (5) The peptide sequence is DGTYDITKLGAKPDG. The MHC is HLA-DPA10301-DPB10402 with pseudo-sequence HLA-DPA10301-DPB10402. The binding affinity (normalized) is 0.113. (6) The peptide sequence is GLRSLTTLLRALGAQ. The MHC is DRB1_0404 with pseudo-sequence DRB1_0404. The binding affinity (normalized) is 0.795.